This data is from Catalyst prediction with 721,799 reactions and 888 catalyst types from USPTO. The task is: Predict which catalyst facilitates the given reaction. (1) The catalyst class is: 1. Reactant: C([N:8]1[CH2:13][CH2:12][CH:11]([OH:14])[CH2:10][CH2:9]1)(OC(C)(C)C)=O.[H-].[Na+].[CH3:17][C:18]1[CH:27]=[C:26]([CH2:28]OC2C=CC(CCl)=CC=2)[C:25]2[C:20](=[CH:21][CH:22]=[CH:23][CH:24]=2)[N:19]=1. Product: [CH3:17][C:18]1[CH:27]=[C:26]([CH2:28][O:14][CH:11]2[CH2:10][CH2:9][NH:8][CH2:13][CH2:12]2)[C:25]2[C:20](=[CH:21][CH:22]=[CH:23][CH:24]=2)[N:19]=1. (2) Reactant: [Cl:1][C:2]1[CH:3]=[C:4]([OH:11])[CH:5]=[C:6]([N+:8]([O-:10])=[O:9])[CH:7]=1.Br[C:13]1[S:17][C:16]([CH:18]=[O:19])=[CH:15][CH:14]=1.C([O-])([O-])=O.[K+].[K+]. Product: [Cl:1][C:2]1[CH:3]=[C:4]([CH:5]=[C:6]([N+:8]([O-:10])=[O:9])[CH:7]=1)[O:11][C:13]1[S:17][C:16]([CH:18]=[O:19])=[CH:15][CH:14]=1. The catalyst class is: 16. (3) Reactant: FC(F)(F)C(O)=O.[Cl:8][C:9]1[C:18]2[C:13](=[CH:14][CH:15]=[C:16]([C:19]([OH:37])([C:31]3[N:35]([CH3:36])[N:34]=[N:33][CH:32]=3)[CH:20]3[CH2:23][N:22](C(OC(C)(C)C)=O)[CH2:21]3)[CH:17]=2)[N:12]=[C:11]([CH2:38][CH3:39])[C:10]=1[CH2:40][C:41]1[CH:46]=[CH:45][C:44]([C:47]([F:50])([F:49])[F:48])=[CH:43][CH:42]=1.C(N(CC)CC)C.[CH3:58][S:59](Cl)(=[O:61])=[O:60]. Product: [Cl:8][C:9]1[C:18]2[C:13](=[CH:14][CH:15]=[C:16]([C:19]([C:31]3[N:35]([CH3:36])[N:34]=[N:33][CH:32]=3)([CH:20]3[CH2:23][N:22]([S:59]([CH3:58])(=[O:61])=[O:60])[CH2:21]3)[OH:37])[CH:17]=2)[N:12]=[C:11]([CH2:38][CH3:39])[C:10]=1[CH2:40][C:41]1[CH:46]=[CH:45][C:44]([C:47]([F:50])([F:49])[F:48])=[CH:43][CH:42]=1. The catalyst class is: 46. (4) Reactant: [NH2:1][C:2]1[CH:3]=[CH:4][C:5]([O:12][CH:13]([C:20]2[CH:25]=[CH:24][CH:23]=[CH:22][CH:21]=2)[C:14]2[CH:19]=[CH:18][CH:17]=[CH:16][CH:15]=2)=[C:6]([CH:11]=1)[C:7]([O:9][CH3:10])=[O:8].[CH3:26][O:27][C:28]1[CH:33]=[CH:32][C:31]([N:34]=[C:35]=[O:36])=[CH:30][CH:29]=1.C1COCC1. Product: [CH:13]([O:12][C:5]1[CH:4]=[CH:3][C:2]([NH:1][C:35]([NH:34][C:31]2[CH:32]=[CH:33][C:28]([O:27][CH3:26])=[CH:29][CH:30]=2)=[O:36])=[CH:11][C:6]=1[C:7]([O:9][CH3:10])=[O:8])([C:20]1[CH:25]=[CH:24][CH:23]=[CH:22][CH:21]=1)[C:14]1[CH:19]=[CH:18][CH:17]=[CH:16][CH:15]=1. The catalyst class is: 6.